Dataset: Peptide-MHC class I binding affinity with 185,985 pairs from IEDB/IMGT. Task: Regression. Given a peptide amino acid sequence and an MHC pseudo amino acid sequence, predict their binding affinity value. This is MHC class I binding data. (1) The peptide sequence is NHINVELSY. The MHC is Mamu-A07 with pseudo-sequence Mamu-A07. The binding affinity (normalized) is 0.175. (2) The peptide sequence is TSACGIFLK. The MHC is HLA-B15:01 with pseudo-sequence HLA-B15:01. The binding affinity (normalized) is 0.0847.